The task is: Predict the reactants needed to synthesize the given product.. This data is from Full USPTO retrosynthesis dataset with 1.9M reactions from patents (1976-2016). (1) The reactants are: [Cl:1][C:2]1[CH:7]=[CH:6][C:5]([S:8]([CH2:11][C:12]#[N:13])(=[O:10])=[O:9])=[CH:4][CH:3]=1.[C:14](=S)=[S:15].[H-].[Na+].IC.[CH3:21][S:22]([CH3:24])=O. Given the product [Cl:1][C:2]1[CH:3]=[CH:4][C:5]([S:8]([C:11](=[C:21]([S:15][CH3:14])[S:22][CH3:24])[C:12]#[N:13])(=[O:9])=[O:10])=[CH:6][CH:7]=1, predict the reactants needed to synthesize it. (2) Given the product [CH3:13][O:14][C:15](=[O:24])[C:16]([C:18]12[CH2:23][CH:22]1[CH2:21][CH2:20][CH2:19]2)=[CH2:1], predict the reactants needed to synthesize it. The reactants are: [CH:1](NC(C)C)(C)C.[Li]CCCC.[CH3:13][O:14][C:15](=[O:24])[C:16]([C:18]12[CH2:23][CH:22]1[CH2:21][CH2:20][CH2:19]2)=O.S(=O)(=O)(O)O.[Cl-].[Na+]. (3) The reactants are: [CH3:1][O:2][C:3]1[CH:14]=[C:13]([O:15][CH2:16][C:17]2[C:18]([CH3:29])=[C:19]([C:23]3[CH:28]=[CH:27][CH:26]=[CH:25][CH:24]=3)[CH:20]=[CH:21][CH:22]=2)[CH:12]=[C:11]([O:30][CH3:31])[C:4]=1[CH2:5][N:6]([CH3:10])[CH2:7][CH2:8][NH2:9].CCN(C(C)C)C(C)C.[C:41](Cl)(=[O:44])[CH:42]=[CH2:43]. Given the product [CH3:31][O:30][C:11]1[CH:12]=[C:13]([O:15][CH2:16][C:17]2[CH:22]=[CH:21][CH:20]=[C:19]([C:23]3[CH:28]=[CH:27][CH:26]=[CH:25][CH:24]=3)[C:18]=2[CH3:29])[CH:14]=[C:3]([O:2][CH3:1])[C:4]=1[CH2:5][N:6]([CH3:10])[CH2:7][CH2:8][NH:9][C:41](=[O:44])[CH:42]=[CH2:43], predict the reactants needed to synthesize it. (4) The reactants are: [CH3:1][O:2][C:3]1[CH:33]=[CH:32][C:6]([CH2:7][N:8]([CH3:31])[C:9]2[CH:18]=[C:17]3[C:12]([CH:13]=[C:14]([C:22]4[CH:27]=[C:26]([NH2:28])[C:25]([F:29])=[CH:24][C:23]=4[Cl:30])[C:15](=[O:21])[N:16]3[CH2:19][CH3:20])=[CH:11][N:10]=2)=[CH:5][CH:4]=1.[F:34][C:35]1[CH:40]=[CH:39][C:38]([F:41])=[CH:37][C:36]=1[N:42]=[C:43]=[O:44]. Given the product [Cl:30][C:23]1[C:22]([C:14]2[C:15](=[O:21])[N:16]([CH2:19][CH3:20])[C:17]3[C:12]([CH:13]=2)=[CH:11][N:10]=[C:9]([N:8]([CH2:7][C:6]2[CH:5]=[CH:4][C:3]([O:2][CH3:1])=[CH:33][CH:32]=2)[CH3:31])[CH:18]=3)=[CH:27][C:26]([NH:28][C:43]([NH:42][C:36]2[CH:37]=[C:38]([F:41])[CH:39]=[CH:40][C:35]=2[F:34])=[O:44])=[C:25]([F:29])[CH:24]=1, predict the reactants needed to synthesize it. (5) The reactants are: Cl.[OH:2][C:3]1[C:4](=[O:10])[CH:5]=[C:6]([CH3:9])[NH:7][CH:8]=1.C(=O)([O-])[O-].[K+].[K+].C(=O)=O.[F:20][C:21]([F:27])([F:26])[CH:22](OC)[OH:23]. Given the product [OH:2][C:3]1[C:4](=[O:10])[CH:5]=[C:6]([CH3:9])[NH:7][C:8]=1[CH:22]([OH:23])[C:21]([F:27])([F:26])[F:20], predict the reactants needed to synthesize it. (6) Given the product [F:1][C:2]1[C:7]([F:8])=[CH:6][CH:5]=[CH:4][C:3]=1[C:9]1[N:17]=[C:12]2[CH:13]=[N:14][N:15]([CH2:19][C:20]3[O:24][N:23]=[C:22]([C:25]4[CH:26]=[CH:27][C:28]([CH2:29][C:30]5[CH:35]=[CH:34][CH:33]=[CH:32][N:31]=5)=[CH:36][CH:37]=4)[CH:21]=3)[CH:16]=[C:11]2[N:10]=1, predict the reactants needed to synthesize it. The reactants are: [F:1][C:2]1[C:7]([F:8])=[CH:6][CH:5]=[CH:4][C:3]=1[C:9]1[N:17]=[C:12]2[CH:13]=[N:14][NH:15][CH:16]=[C:11]2[N:10]=1.Cl[CH2:19][C:20]1[O:24][N:23]=[C:22]([C:25]2[CH:37]=[CH:36][C:28]([CH2:29][C:30]3[CH:35]=[CH:34][CH:33]=[CH:32][N:31]=3)=[CH:27][CH:26]=2)[CH:21]=1.